Predict the reaction yield, written as a fraction of the theoretical maximum amount of product (1.0 means a 100% yield; for example, 0.34 means a 34% yield). From a dataset of Reaction yield outcomes from USPTO patents with 853,638 reactions. (1) The reactants are [C:1](=[O:4])([O-])[O-].[K+].[K+].[CH3:7][O:8][C:9]1[N:10]=[C:11]2[C:16](=[CH:17][CH:18]=1)[N:15]=[CH:14][C:13](O)=[CH:12]2.IC.C(OCC)(=O)C. The catalyst is CC(C)=O. The product is [CH3:7][O:8][C:9]1[CH:18]=[CH:17][C:16]2[C:11](=[CH:12][C:13]([O:4][CH3:1])=[CH:14][N:15]=2)[N:10]=1. The yield is 0.520. (2) The reactants are FC(F)(F)C(O)=O.C(OC([N:15]1[C:20]2[CH:21]=[C:22]([Cl:29])[C:23]([O:25][CH:26]([CH3:28])[CH3:27])=[CH:24][C:19]=2[O:18][CH:17]([C:30]([N:32]2[CH2:37][CH2:36][C:35]([C:46]#[N:47])([CH2:38][C:39]3[CH:44]=[CH:43][C:42]([F:45])=[CH:41][CH:40]=3)[CH2:34][CH2:33]2)=[O:31])[CH2:16]1)=O)(C)(C)C. The catalyst is C(Cl)Cl. The product is [Cl:29][C:22]1[C:23]([O:25][CH:26]([CH3:28])[CH3:27])=[CH:24][C:19]2[O:18][CH:17]([C:30]([N:32]3[CH2:33][CH2:34][C:35]([CH2:38][C:39]4[CH:40]=[CH:41][C:42]([F:45])=[CH:43][CH:44]=4)([C:46]#[N:47])[CH2:36][CH2:37]3)=[O:31])[CH2:16][NH:15][C:20]=2[CH:21]=1. The yield is 0.785. (3) The reactants are [NH2:1][C:2]1[C:11]2[C:6](=[C:7](I)[C:8]([F:12])=[CH:9][CH:10]=2)[N:5]=[N:4][C:3]=1[C:14]([NH:16][CH:17]1[CH2:19][CH2:18]1)=[O:15].[CH3:20][O:21][C:22]1[N:27]=[C:26]([O:28][CH3:29])[C:25](B(O)O)=[CH:24][N:23]=1. No catalyst specified. The product is [NH2:1][C:2]1[C:11]2[C:6](=[C:7]([C:25]3[C:26]([O:28][CH3:29])=[N:27][C:22]([O:21][CH3:20])=[N:23][CH:24]=3)[C:8]([F:12])=[CH:9][CH:10]=2)[N:5]=[N:4][C:3]=1[C:14]([NH:16][CH:17]1[CH2:19][CH2:18]1)=[O:15]. The yield is 0.390.